This data is from Full USPTO retrosynthesis dataset with 1.9M reactions from patents (1976-2016). The task is: Predict the reactants needed to synthesize the given product. (1) The reactants are: FC(F)(F)C(O)=O.[CH2:8]([N:10]([CH2:63][CH3:64])[CH2:11][CH2:12][CH2:13][NH:14][C:15]([C:17]1[CH:22]=[CH:21][C:20]([C:23]2[CH:28]=[CH:27][C:26]([CH2:29][C@H:30]([NH:44][C:45]([C@H:47]3[CH2:52][CH2:51][C@H:50]([CH2:53][NH:54]C(=O)OC(C)(C)C)[CH2:49][CH2:48]3)=[O:46])[C:31](=[O:43])[NH:32][C:33]3[CH:41]=[C:40]4[C:36]([C:37](=[O:42])[NH:38][NH:39]4)=[CH:35][CH:34]=3)=[CH:25][CH:24]=2)=[C:19]([CH3:62])[CH:18]=1)=[O:16])[CH3:9].[ClH:65]. Given the product [ClH:65].[NH2:54][CH2:53][C@H:50]1[CH2:49][CH2:48][C@H:47]([C:45]([NH:44][C@H:30]([C:31](=[O:43])[NH:32][C:33]2[CH:41]=[C:40]3[C:36]([C:37](=[O:42])[NH:38][NH:39]3)=[CH:35][CH:34]=2)[CH2:29][C:26]2[CH:25]=[CH:24][C:23]([C:20]3[CH:21]=[CH:22][C:17]([C:15]([NH:14][CH2:13][CH2:12][CH2:11][N:10]([CH2:8][CH3:9])[CH2:63][CH3:64])=[O:16])=[CH:18][C:19]=3[CH3:62])=[CH:28][CH:27]=2)=[O:46])[CH2:52][CH2:51]1, predict the reactants needed to synthesize it. (2) Given the product [C:1]([O:5][C:6](=[O:43])[NH:7][CH2:8][C@H:9]1[CH2:14][CH2:13][C@H:12]([C:15](=[O:42])[NH:16][C@H:17]([C:28]2[NH:29][CH:30]=[C:31]([C:33]3[CH:38]=[CH:37][C:36]([C:39]#[N:40])=[C:35]([F:41])[CH:34]=3)[N:32]=2)[CH2:18][C:19]2[CH:24]=[CH:23][CH:22]=[CH:21][C:20]=2[NH:25][C:51](=[O:52])[CH2:50][C:44]2[CH:49]=[CH:48][CH:47]=[CH:46][CH:45]=2)[CH2:11][CH2:10]1)([CH3:4])([CH3:3])[CH3:2], predict the reactants needed to synthesize it. The reactants are: [C:1]([O:5][C:6](=[O:43])[NH:7][CH2:8][C@H:9]1[CH2:14][CH2:13][C@H:12]([C:15](=[O:42])[NH:16][C@H:17]([C:28]2[NH:29][CH:30]=[C:31]([C:33]3[CH:38]=[CH:37][C:36]([C:39]#[N:40])=[C:35]([F:41])[CH:34]=3)[N:32]=2)[CH2:18][C:19]2[CH:24]=[CH:23][CH:22]=[CH:21][C:20]=2[N+:25]([O-])=O)[CH2:11][CH2:10]1)([CH3:4])([CH3:3])[CH3:2].[C:44]1([CH2:50][C:51](O)=[O:52])[CH:49]=[CH:48][CH:47]=[CH:46][CH:45]=1.N1C=CC=CC=1.C1C=CC2N(O)N=NC=2C=1.CCN=C=NCCCN(C)C. (3) The reactants are: [NH:1]1[C:9]2[C:4](=[CH:5][CH:6]=[CH:7][CH:8]=2)[C:3](/[CH:10]=[CH:11]/[C:12]2[CH:17]=[CH:16][CH:15]=[CH:14][C:13]=2[N:18]2[CH:22]=[CH:21][C:20]([CH:23]=O)=[CH:19]2)=[N:2]1.[NH:25]1[CH2:30][CH2:29][O:28][CH2:27][CH2:26]1.C(O)(=O)C.[BH4-].[Na+]. Given the product [N:25]1([CH2:23][C:20]2[CH:21]=[CH:22][N:18]([C:13]3[CH:14]=[CH:15][CH:16]=[CH:17][C:12]=3/[CH:11]=[CH:10]/[C:3]3[C:4]4[C:9](=[CH:8][CH:7]=[CH:6][CH:5]=4)[NH:1][N:2]=3)[CH:19]=2)[CH2:30][CH2:29][O:28][CH2:27][CH2:26]1, predict the reactants needed to synthesize it. (4) Given the product [F:1][C:2]1[CH:3]=[N:4][CH:5]=[C:6]([F:34])[C:7]=1[C:8]([C:11]1[CH:16]=[CH:15][C:14]([F:17])=[C:13]([C:18]2[C:27]3[C:22](=[CH:23][C:24]([N:28]4[CH2:33][CH2:32][O:31][CH2:30][CH2:29]4)=[CH:25][CH:26]=3)[N:21]=[CH:20][N:19]=2)[CH:12]=1)=[O:66].[Cl:35][C:36]1[C:41]([F:42])=[CH:40][N:39]=[CH:38][C:37]=1[C:43]([C:46]1[CH:51]=[CH:50][C:49]([F:52])=[C:48]([C:53]2[C:62]3[C:57](=[CH:58][C:59]([N:63]4[CH2:68][CH2:67][O:66][CH2:65][CH2:64]4)=[CH:60][CH:61]=3)[N:56]=[CH:55][N:54]=2)[CH:47]=1)=[O:72], predict the reactants needed to synthesize it. The reactants are: [F:1][C:2]1[CH:3]=[N:4][CH:5]=[C:6]([F:34])[C:7]=1[CH:8]([C:11]1[CH:16]=[CH:15][C:14]([F:17])=[C:13]([C:18]2[C:27]3[C:22](=[CH:23][C:24]([N:28]4[CH2:33][CH2:32][O:31][CH2:30][CH2:29]4)=[CH:25][CH:26]=3)[N:21]=[CH:20][N:19]=2)[CH:12]=1)C#N.[Cl:35][C:36]1[C:41]([F:42])=[CH:40][N:39]=[CH:38][C:37]=1[CH:43]([C:46]1[CH:51]=[CH:50][C:49]([F:52])=[C:48]([C:53]2[C:62]3[C:57](=[CH:58][C:59]([N:63]4[CH2:68][CH2:67][O:66][CH2:65][CH2:64]4)=[CH:60][CH:61]=3)[N:56]=[CH:55][N:54]=2)[CH:47]=1)C#N.CC(C)([O-:72])C.[K+].OO.